From a dataset of Catalyst prediction with 721,799 reactions and 888 catalyst types from USPTO. Predict which catalyst facilitates the given reaction. (1) Reactant: [CH2:1]([N:8]1[C:13](=[O:14])[C:12](Cl)=[C:11]([C:16]2[CH:21]=[CH:20][C:19]([Cl:22])=[CH:18][CH:17]=2)[CH:10]=[N:9]1)[C:2]1[CH:7]=[CH:6][CH:5]=[CH:4][CH:3]=1.[C:23]([C:25]1[CH:30]=[CH:29][C:28](B(O)O)=[CH:27][CH:26]=1)#[N:24].P([O-])([O-])([O-])=O.[K+].[K+].[K+]. Product: [CH2:1]([N:8]1[C:13](=[O:14])[C:12]([C:28]2[CH:29]=[CH:30][C:25]([C:23]#[N:24])=[CH:26][CH:27]=2)=[C:11]([C:16]2[CH:21]=[CH:20][C:19]([Cl:22])=[CH:18][CH:17]=2)[CH:10]=[N:9]1)[C:2]1[CH:7]=[CH:6][CH:5]=[CH:4][CH:3]=1. The catalyst class is: 1. (2) Reactant: [N+:1]([O-:4])(O)=[O:2].[OH:5][C:6]1[CH:11]=[CH:10][C:9]([CH2:12][C:13]([OH:15])=[O:14])=[CH:8][CH:7]=1. Product: [OH:5][C:6]1[CH:7]=[CH:8][C:9]([CH2:12][C:13]([OH:15])=[O:14])=[CH:10][C:11]=1[N+:1]([O-:4])=[O:2]. The catalyst class is: 15. (3) Reactant: [CH3:1][C:2]1[CH:39]=[CH:38][CH:37]=[CH:36][C:3]=1[C:4]([NH:6][C:7]1[CH:8]=[C:9]([CH:23]=[C:24]([NH:26][C:27](=[O:35])[C:28]2[CH:33]=[CH:32][CH:31]=[CH:30][C:29]=2[CH3:34])[CH:25]=1)[C:10]([NH:12][C:13]1[N:18]=[CH:17][C:16]([C:19]([O:21]C)=[O:20])=[CH:15][CH:14]=1)=[O:11])=[O:5].[OH-].[Li+]. Product: [CH3:1][C:2]1[CH:39]=[CH:38][CH:37]=[CH:36][C:3]=1[C:4]([NH:6][C:7]1[CH:8]=[C:9]([CH:23]=[C:24]([NH:26][C:27](=[O:35])[C:28]2[CH:33]=[CH:32][CH:31]=[CH:30][C:29]=2[CH3:34])[CH:25]=1)[C:10]([NH:12][C:13]1[N:18]=[CH:17][C:16]([C:19]([OH:21])=[O:20])=[CH:15][CH:14]=1)=[O:11])=[O:5]. The catalyst class is: 90. (4) Reactant: [N:1]1[C:10]2[C:5](=[CH:6][C:7]([OH:11])=[CH:8][CH:9]=2)[N:4]=[CH:3][CH:2]=1.C([Mg]Cl)(C)C.[C:17]1([CH:23]([C:35]2[CH:40]=[CH:39][CH:38]=[CH:37][CH:36]=2)[N:24]2[C:32]3[C:27](=[CH:28][CH:29]=[CH:30][CH:31]=3)[C:26](=[O:33])[C:25]2=[O:34])[CH:22]=[CH:21][CH:20]=[CH:19][CH:18]=1. Product: [C:35]1([CH:23]([C:17]2[CH:22]=[CH:21][CH:20]=[CH:19][CH:18]=2)[N:24]2[C:32]3[C:27](=[CH:28][CH:29]=[CH:30][CH:31]=3)[C:26]([OH:33])([C:8]3[CH:9]=[C:10]4[C:5](=[CH:6][C:7]=3[OH:11])[N:4]=[CH:3][CH:2]=[N:1]4)[C:25]2=[O:34])[CH:36]=[CH:37][CH:38]=[CH:39][CH:40]=1. The catalyst class is: 7.